From a dataset of Forward reaction prediction with 1.9M reactions from USPTO patents (1976-2016). Predict the product of the given reaction. (1) Given the reactants Br[CH2:2][CH2:3][O:4][CH2:5][CH2:6][O:7][C:8]1[CH:17]=[C:16]2[C:11]([C:12]([NH:18][C:19]3[CH:24]=[CH:23][C:22]([Cl:25])=[CH:21][C:20]=3[F:26])=[N:13][CH:14]=[N:15]2)=[CH:10][C:9]=1[O:27][CH3:28].[NH:29]1[CH2:33][CH2:32][CH2:31][CH2:30]1, predict the reaction product. The product is: [ClH:25].[Cl:25][C:22]1[CH:23]=[CH:24][C:19]([NH:18][C:12]2[C:11]3[C:16](=[CH:17][C:8]([O:7][CH2:6][CH2:5][O:4][CH2:3][CH2:2][N:29]4[CH2:33][CH2:32][CH2:31][CH2:30]4)=[C:9]([O:27][CH3:28])[CH:10]=3)[N:15]=[CH:14][N:13]=2)=[C:20]([F:26])[CH:21]=1. (2) Given the reactants Cl[C:2]1[CH:7]=[C:6]([C:8]([CH3:11])([CH3:10])[CH3:9])[CH:5]=[CH:4][N:3]=1.[Cl:12][C:13]1[CH:14]=[C:15](B(O)O)[CH:16]=[CH:17][CH:18]=1.O.C(=O)([O-])[O-].[K+].[K+], predict the reaction product. The product is: [Cl:12][C:13]1[CH:18]=[C:17]([C:2]2[CH:7]=[C:6]([C:8]([CH3:11])([CH3:10])[CH3:9])[CH:5]=[CH:4][N:3]=2)[CH:16]=[CH:15][CH:14]=1. (3) Given the reactants [CH3:1][O:2][C:3]1[CH:4]=[CH:5][C:6]2[O:10][CH:9]=[C:8]([CH2:11][CH2:12]I)[C:7]=2[CH:14]=1.N1CC=C([N:21]2[C:29]3[C:24](=[CH:25][CH:26]=[CH:27][CH:28]=3)[CH:23]=[CH:22]2)CC1.C([N:33]([CH2:37][CH3:38])[CH:34]([CH3:36])C)(C)C.[CH3:39]S(C)=O, predict the reaction product. The product is: [CH3:1][O:2][C:3]1[CH:4]=[CH:5][C:6]2[O:10][CH:9]=[C:8]([CH2:11][CH2:12][N:33]3[CH2:34][CH:36]=[C:39]([C:23]4[C:24]5[C:29](=[CH:28][CH:27]=[CH:26][CH:25]=5)[NH:21][CH:22]=4)[CH2:38][CH2:37]3)[C:7]=2[CH:14]=1. (4) Given the reactants [CH3:1][N:2]([CH3:28])[C:3]([N:5]1[CH2:10][CH2:9][N:8]([CH2:11][C:12]2[S:27][C:15]3[N:16]=[C:17](Cl)[N:18]=[C:19]([N:20]4[CH2:25][CH2:24][O:23][CH2:22][CH2:21]4)[C:14]=3[CH:13]=2)[CH2:7][CH2:6]1)=[O:4].CC1(C)C(C)(C)OB([C:37]2[CH:38]=[N:39][C:40]([NH2:43])=[N:41][CH:42]=2)O1, predict the reaction product. The product is: [NH2:43][C:40]1[N:41]=[CH:42][C:37]([C:17]2[N:18]=[C:19]([N:20]3[CH2:25][CH2:24][O:23][CH2:22][CH2:21]3)[C:14]3[CH:13]=[C:12]([CH2:11][N:8]4[CH2:9][CH2:10][N:5]([C:3]([N:2]([CH3:28])[CH3:1])=[O:4])[CH2:6][CH2:7]4)[S:27][C:15]=3[N:16]=2)=[CH:38][N:39]=1. (5) Given the reactants [NH:1]([C:3]1[NH:7][N:6]=[N:5][N:4]=1)[NH2:2].[CH:8](=O)[C:9]1[CH:14]=[CH:13][CH:12]=[CH:11][CH:10]=1, predict the reaction product. The product is: [CH:8](=[N:2]/[NH:1][C:3]1[NH:7][N:6]=[N:5][N:4]=1)\[C:9]1[CH:14]=[CH:13][CH:12]=[CH:11][CH:10]=1. (6) Given the reactants ON[C:3]1[CH:11]=[CH:10][C:6]([C:7]([OH:9])=O)=[CH:5][N:4]=1.[C:12]1([CH:18]([C:22]2[CH:27]=[CH:26][CH:25]=[CH:24][CH:23]=2)[CH2:19][CH2:20][NH2:21])[CH:17]=[CH:16][CH:15]=[CH:14][CH:13]=1.[OH:28]N1C2C=CC=CC=2N=N1.Cl.C(N=C=NCCCN(C)C)C.C(N(C(C)C)CC)(C)C, predict the reaction product. The product is: [C:22]1([CH:18]([C:12]2[CH:13]=[CH:14][CH:15]=[CH:16][CH:17]=2)[CH2:19][CH2:20][NH:21][C:7](=[O:9])[C:6]2[CH:10]=[CH:11][C:3]([OH:28])=[N:4][CH:5]=2)[CH:23]=[CH:24][CH:25]=[CH:26][CH:27]=1. (7) Given the reactants C([O:8][C:9]1[CH:31]=[CH:30][C:12]([CH2:13][C:14]([CH3:29])([CH2:20][CH2:21][CH2:22][C:23]2[CH:28]=[CH:27][CH:26]=[CH:25][CH:24]=2)[C:15]([O:17][CH2:18][CH3:19])=[O:16])=[CH:11][CH:10]=1)C1C=CC=CC=1, predict the reaction product. The product is: [OH:8][C:9]1[CH:10]=[CH:11][C:12]([CH2:13][C:14]([CH3:29])([CH2:20][CH2:21][CH2:22][C:23]2[CH:28]=[CH:27][CH:26]=[CH:25][CH:24]=2)[C:15]([O:17][CH2:18][CH3:19])=[O:16])=[CH:30][CH:31]=1. (8) Given the reactants [NH2:1][C:2]1[CH:7]=[CH:6][C:5]([C:8]2[CH:13]=[CH:12][N:11]=[C:10]([N:14]([CH2:16][C:17]3[CH:22]=[CH:21][CH:20]=[CH:19][CH:18]=3)[CH3:15])[CH:9]=2)=[C:4]([O:23][CH3:24])[CH:3]=1.[C:25]([O:29][C:30]([NH:32][C@H:33]([CH2:37][CH:38]([CH3:40])[CH3:39])[C:34](O)=[O:35])=[O:31])([CH3:28])([CH3:27])[CH3:26].C(N(CC)C(C)C)(C)C.CN(C(ON1N=NC2C=CC=CC1=2)=[N+](C)C)C.[B-](F)(F)(F)F.C([O-])(O)=O.[Na+], predict the reaction product. The product is: [CH2:16]([N:14]([CH3:15])[C:10]1[CH:9]=[C:8]([C:5]2[CH:6]=[CH:7][C:2]([NH:1][C:34](=[O:35])[C@H:33]([NH:32][C:30](=[O:31])[O:29][C:25]([CH3:28])([CH3:27])[CH3:26])[CH2:37][CH:38]([CH3:40])[CH3:39])=[CH:3][C:4]=2[O:23][CH3:24])[CH:13]=[CH:12][N:11]=1)[C:17]1[CH:18]=[CH:19][CH:20]=[CH:21][CH:22]=1.